This data is from Peptide-MHC class II binding affinity with 134,281 pairs from IEDB. The task is: Regression. Given a peptide amino acid sequence and an MHC pseudo amino acid sequence, predict their binding affinity value. This is MHC class II binding data. (1) The MHC is DRB1_0401 with pseudo-sequence DRB1_0401. The peptide sequence is KSYVAEGTLTAE. The binding affinity (normalized) is 0.601. (2) The peptide sequence is AIKAGTGGAYESYKF. The MHC is HLA-DQA10301-DQB10302 with pseudo-sequence HLA-DQA10301-DQB10302. The binding affinity (normalized) is 0.234. (3) The peptide sequence is LVGPTPVNIIGRNLLTQIGC. The MHC is DRB4_0101 with pseudo-sequence DRB4_0103. The binding affinity (normalized) is 0.200. (4) The peptide sequence is SQDLELSWELNGLQAY. The MHC is DRB1_1302 with pseudo-sequence DRB1_1302. The binding affinity (normalized) is 0.579. (5) The peptide sequence is GIKQLQARVLAVERYLK. The MHC is HLA-DQA10501-DQB10301 with pseudo-sequence HLA-DQA10501-DQB10301. The binding affinity (normalized) is 0.229. (6) The peptide sequence is TACLSKAYANMWSLM. The MHC is HLA-DQA10501-DQB10303 with pseudo-sequence HLA-DQA10501-DQB10303. The binding affinity (normalized) is 0.383.